Predict the reactants needed to synthesize the given product. From a dataset of Full USPTO retrosynthesis dataset with 1.9M reactions from patents (1976-2016). (1) Given the product [CH3:4][NH:5][C:47]([C:46]1[C:42]2[CH:41]=[CH:40][C:39]([O:38][C:35]3[CH:34]=[CH:33][N:32]=[C:31]4[CH:30]=[C:29]([C:27]([N:24]5[CH2:25][CH2:26][CH:22]([O:21][CH3:20])[CH2:23]5)=[O:28])[S:37][C:36]=34)=[CH:51][C:43]=2[O:53][C:45]=1[CH3:50])=[O:49], predict the reactants needed to synthesize it. The reactants are: ClC1C=C[N:5]=[C:4]2C=C(C(N3CC[C@@H](OC)C3)=O)SC=12.[CH3:20][O:21][C@@H:22]1[CH2:26][CH2:25][N:24]([C:27]([C:29]2[S:37][C:36]3[C:31](=[N:32][CH:33]=[CH:34][C:35]=3[O:38][C:39]3[CH:40]=[CH:41][C:42]4[C:46]([C:47]([OH:49])=O)=[C:45]([CH3:50])S[C:43]=4[CH:51]=3)[CH:30]=2)=[O:28])[CH2:23]1.C([O-])([O-])=[O:53].[Cs+].[Cs+]. (2) Given the product [OH:8][C:9]1[CH:17]=[C:16]2[C:12]([C:13]([CH2:18][C:19]3[CH:20]=[C:21]([CH:26]=[CH:27][CH:28]=3)[C:22]([O:24][CH3:25])=[O:23])=[CH:14][NH:15]2)=[CH:11][CH:10]=1, predict the reactants needed to synthesize it. The reactants are: C1(C[O:8][C:9]2[CH:17]=[C:16]3[C:12]([C:13]([CH2:18][C:19]4[CH:20]=[C:21]([CH:26]=[CH:27][CH:28]=4)[C:22]([O:24][CH3:25])=[O:23])=[CH:14][NH:15]3)=[CH:11][CH:10]=2)C=CC=CC=1. (3) Given the product [Cl:25][C:26]1[C:27]([C:47]2[N:51]3[CH:52]=[CH:53][CH:54]=[C:55]([F:56])[C:50]3=[N:49][CH:48]=2)=[N:28][C:29]([NH:32][C:33]2[CH:38]=[CH:37][C:36]([N:39]([CH2:40][C:41]([N:15]3[CH2:10][CH2:11][NH:16][CH2:13][CH2:14]3)=[O:42])[CH3:44])=[CH:35][C:34]=2[O:45][CH3:46])=[N:30][CH:31]=1, predict the reactants needed to synthesize it. The reactants are: CN(C(ON1N=[N:16][C:11]2C=[CH:13][CH:14]=[N:15][C:10]1=2)=[N+](C)C)C.F[P-](F)(F)(F)(F)F.[Cl:25][C:26]1[C:27]([C:47]2[N:51]3[CH:52]=[CH:53][CH:54]=[C:55]([F:56])[C:50]3=[N:49][CH:48]=2)=[N:28][C:29]([NH:32][C:33]2[CH:38]=[CH:37][C:36]([N:39]([CH3:44])[CH2:40][C:41]([O-])=[O:42])=[CH:35][C:34]=2[O:45][CH3:46])=[N:30][CH:31]=1.[Na+].N1(C(OC(C)(C)C)=O)CCNCC1.C(N(C(C)C)C(C)C)C. (4) Given the product [CH3:1][O:2][C:3]([C:5]1[C:14]2[C:13]3[N:15]=[CH:16][CH:17]=[CH:18][C:12]=3[CH2:11][N:10]([CH2:19][C:20]3[CH:25]=[CH:24][CH:23]=[CH:22][CH:21]=3)[CH2:9][C:8]=2[NH:7][CH:6]=1)=[O:4], predict the reactants needed to synthesize it. The reactants are: [CH3:1][O:2][C:3]([C:5]1[C:14]2[C:13]3[N:15]=[CH:16][CH:17]=[CH:18][C:12]=3[CH2:11][NH:10][CH2:9][C:8]=2[NH:7][CH:6]=1)=[O:4].[CH:19](=O)[C:20]1[CH:25]=[CH:24][CH:23]=[CH:22][CH:21]=1.C(O[BH-](OC(=O)C)OC(=O)C)(=O)C.[Na+]. (5) Given the product [Cl:31][C:32]1[CH:39]=[CH:38][C:35]([CH2:36][N:3]2[CH2:4][CH2:5][CH:6]([NH:9][C:10]3[CH:11]=[C:12]([NH:16][C:17](=[O:19])[CH3:18])[CH:13]=[CH:14][CH:15]=3)[CH2:7][CH2:8]2)=[CH:34][C:33]=1[O:40][CH2:41][CH3:42], predict the reactants needed to synthesize it. The reactants are: Cl.Cl.[NH:3]1[CH2:8][CH2:7][CH:6]([NH:9][C:10]2[CH:11]=[C:12]([NH:16][C:17](=[O:19])[CH3:18])[CH:13]=[CH:14][CH:15]=2)[CH2:5][CH2:4]1.C(O)(=O)C.C(N(CC)CC)C.[Cl:31][C:32]1[CH:39]=[CH:38][C:35]([CH:36]=O)=[CH:34][C:33]=1[O:40][CH2:41][CH3:42].C([BH3-])#N.[Na+]. (6) The reactants are: [CH2:1]([O:3][C:4](=[O:21])[C:5]([C:15]1[CH:20]=[CH:19][CH:18]=[CH:17][N:16]=1)=[CH:6][C:7]1[CH:12]=[CH:11]C(OC)=C[CH:8]=1)[CH3:2].N1C=CC=CC=1CC(OCC)=[O:30].C[Si]([N-][Si](C)(C)C)(C)C.[Li+].O1C=CC(C=O)=C1.C(OC(=O)C)(=O)C.C(N(CC)CC)C. Given the product [CH2:1]([O:3][C:4](=[O:21])[C:5]([C:15]1[CH:20]=[CH:19][CH:18]=[CH:17][N:16]=1)=[CH:6][C:7]1[CH:12]=[CH:11][O:30][CH:8]=1)[CH3:2], predict the reactants needed to synthesize it. (7) Given the product [Cl:12][C:13]1[S:17][C:16]([S:18]([NH:1][C:2]2[S:3][C:4]([CH3:11])=[C:5]([C:7]([OH:9])=[O:8])[N:6]=2)(=[O:20])=[O:19])=[CH:15][C:14]=1[C:22]1[CH:27]=[C:26]([F:28])[CH:25]=[CH:24][C:23]=1[F:29], predict the reactants needed to synthesize it. The reactants are: [NH2:1][C:2]1[S:3][C:4]([CH3:11])=[C:5]([C:7]([O:9]C)=[O:8])[N:6]=1.[Cl:12][C:13]1[S:17][C:16]([S:18](Cl)(=[O:20])=[O:19])=[CH:15][C:14]=1[C:22]1[CH:27]=[C:26]([F:28])[CH:25]=[CH:24][C:23]=1[F:29].